Dataset: Forward reaction prediction with 1.9M reactions from USPTO patents (1976-2016). Task: Predict the product of the given reaction. Given the reactants [C:1]([C:4]1[CH:5]=[CH:6][C:7]([OH:13])=[C:8]([CH:12]=1)[C:9]([NH2:11])=[O:10])(=[O:3])[CH3:2].[OH:14][C:15]1[CH:16]=[C:17]([CH:22]=[CH:23][CH:24]=1)[C:18](OC)=O.[NH3:25], predict the reaction product. The product is: [C:1]([C:4]1[CH:5]=[CH:6][C:7]([O:13][CH2:2][CH2:1][CH2:4][CH:5]([O:14][C:15]2[CH:24]=[CH:23][CH:22]=[C:17]3[C:16]=2[N:25]=[C:9]([NH2:11])[CH:8]=[CH:18]3)[CH3:6])=[C:8]([CH:12]=1)[C:9]([NH2:11])=[O:10])(=[O:3])[CH3:2].